From a dataset of NCI-60 drug combinations with 297,098 pairs across 59 cell lines. Regression. Given two drug SMILES strings and cell line genomic features, predict the synergy score measuring deviation from expected non-interaction effect. (1) Drug 1: C1CN(P(=O)(OC1)NCCCl)CCCl. Drug 2: CC1C(C(CC(O1)OC2CC(CC3=C2C(=C4C(=C3O)C(=O)C5=C(C4=O)C(=CC=C5)OC)O)(C(=O)CO)O)N)O.Cl. Cell line: NCI-H226. Synergy scores: CSS=41.4, Synergy_ZIP=0.114, Synergy_Bliss=-3.38, Synergy_Loewe=-12.3, Synergy_HSA=-0.671. (2) Drug 1: CCCS(=O)(=O)NC1=C(C(=C(C=C1)F)C(=O)C2=CNC3=C2C=C(C=N3)C4=CC=C(C=C4)Cl)F. Drug 2: CCC(=C(C1=CC=CC=C1)C2=CC=C(C=C2)OCCN(C)C)C3=CC=CC=C3.C(C(=O)O)C(CC(=O)O)(C(=O)O)O. Cell line: 786-0. Synergy scores: CSS=8.76, Synergy_ZIP=-1.99, Synergy_Bliss=5.51, Synergy_Loewe=6.31, Synergy_HSA=6.32. (3) Drug 1: C(CN)CNCCSP(=O)(O)O. Drug 2: CC12CCC3C(C1CCC2OP(=O)(O)O)CCC4=C3C=CC(=C4)OC(=O)N(CCCl)CCCl.[Na+]. Cell line: RXF 393. Synergy scores: CSS=14.3, Synergy_ZIP=-6.11, Synergy_Bliss=-6.00, Synergy_Loewe=-6.16, Synergy_HSA=-3.78. (4) Drug 1: C1CCC(CC1)NC(=O)N(CCCl)N=O. Drug 2: CN(C(=O)NC(C=O)C(C(C(CO)O)O)O)N=O. Cell line: HOP-62. Synergy scores: CSS=16.9, Synergy_ZIP=-1.81, Synergy_Bliss=3.53, Synergy_Loewe=1.61, Synergy_HSA=1.28. (5) Drug 1: CC1=C(C=C(C=C1)NC(=O)C2=CC=C(C=C2)CN3CCN(CC3)C)NC4=NC=CC(=N4)C5=CN=CC=C5. Drug 2: CS(=O)(=O)CCNCC1=CC=C(O1)C2=CC3=C(C=C2)N=CN=C3NC4=CC(=C(C=C4)OCC5=CC(=CC=C5)F)Cl. Cell line: NCI-H226. Synergy scores: CSS=-2.15, Synergy_ZIP=1.41, Synergy_Bliss=-0.536, Synergy_Loewe=-4.18, Synergy_HSA=-4.18.